From a dataset of Catalyst prediction with 721,799 reactions and 888 catalyst types from USPTO. Predict which catalyst facilitates the given reaction. (1) Reactant: [NH2:1][C:2]1[N:7]=[CH:6][C:5]([C:8]2[CH:9]=[C:10]([NH2:19])[C:11]([NH:14][C:15]([CH3:18])([CH3:17])[CH3:16])=[CH:12][CH:13]=2)=[CH:4][N:3]=1.[CH3:20][C:21]1[CH:22]=[N:23][N:24]([C:26]2[CH:33]=[CH:32][CH:31]=[CH:30][C:27]=2[CH:28]=O)[CH:25]=1.C([O-])(O)=O.[Na+]. Product: [C:15]([N:14]1[C:11]2[CH:12]=[CH:13][C:8]([C:5]3[CH:4]=[N:3][C:2]([NH2:1])=[N:7][CH:6]=3)=[CH:9][C:10]=2[N:19]=[C:28]1[C:27]1[CH:30]=[CH:31][CH:32]=[CH:33][C:26]=1[N:24]1[CH:25]=[C:21]([CH3:20])[CH:22]=[N:23]1)([CH3:16])([CH3:18])[CH3:17]. The catalyst class is: 15. (2) Reactant: [Cl:1][C:2]1[CH:3]=[C:4]([CH:8]2[C:13]([C:14]([O:16]CCC#N)=[O:15])=[C:12]([CH3:21])[NH:11][C:10]([CH2:22][O:23][CH2:24][CH2:25][CH:26]3[CH2:31][CH2:30][CH2:29][CH2:28][CH2:27]3)=[C:9]2[C:32]([O-])=[O:33])[CH:5]=[CH:6][CH:7]=1.CCN=C=NCCCN(C)C.Cl.[C:47]1([CH:53]([C:57]2[CH:62]=[CH:61][CH:60]=[CH:59][CH:58]=2)[CH2:54][CH2:55][NH2:56])[CH:52]=[CH:51][CH:50]=[CH:49][CH:48]=1.Cl. Product: [Cl:1][C:2]1[CH:3]=[C:4]([CH:8]2[C:9]([C:32](=[O:33])[NH:56][CH2:55][CH2:54][CH:53]([C:47]3[CH:52]=[CH:51][CH:50]=[CH:49][CH:48]=3)[C:57]3[CH:62]=[CH:61][CH:60]=[CH:59][CH:58]=3)=[C:10]([CH2:22][O:23][CH2:24][CH2:25][CH:26]3[CH2:27][CH2:28][CH2:29][CH2:30][CH2:31]3)[NH:11][C:12]([CH3:21])=[C:13]2[C:14]([OH:16])=[O:15])[CH:5]=[CH:6][CH:7]=1. The catalyst class is: 4. (3) Reactant: [OH:1][C@H:2]1[CH2:6][N:5]([C:7]([O:9][C:10]([CH3:13])([CH3:12])[CH3:11])=[O:8])[C@H:4]([C:14](OC)=[O:15])[CH2:3]1.[Li+].[BH4-].O.Cl. Product: [OH:1][C@H:2]1[CH2:6][N:5]([C:7]([O:9][C:10]([CH3:11])([CH3:12])[CH3:13])=[O:8])[C@H:4]([CH2:14][OH:15])[CH2:3]1. The catalyst class is: 1. (4) Reactant: [N:1]1[CH:6]=[CH:5][CH:4]=[CH:3][C:2]=1[C:7]1[C:8](C(O)=O)=[C:9]2[CH2:14][CH2:13][CH2:12][N:10]2[N:11]=1.C(=O)(O)[O-].[Na+].[Br:23]NC(=O)CCC(N)=O. Product: [Br:23][C:8]1[C:7]([C:2]2[CH:3]=[CH:4][CH:5]=[CH:6][N:1]=2)=[N:11][N:10]2[CH2:12][CH2:13][CH2:14][C:9]=12. The catalyst class is: 384. (5) Reactant: [OH:1][C:2]1[CH:10]=[CH:9][C:5]2[O:6][CH2:7][O:8][C:4]=2[CH:3]=1.C([O-])([O-])=O.[Cs+].[Cs+].Br[CH:18]([CH3:24])[C:19]([O:21][CH2:22][CH3:23])=[O:20]. Product: [CH2:22]([O:21][C:19](=[O:20])[CH:18]([O:1][C:2]1[CH:10]=[CH:9][C:5]2[O:6][CH2:7][O:8][C:4]=2[CH:3]=1)[CH3:24])[CH3:23]. The catalyst class is: 3. (6) Reactant: [CH2:1]([NH:8][C:9]1[CH:17]=[CH:16][C:12]([C:13]([OH:15])=O)=[CH:11][CH:10]=1)[C:2]1[CH:7]=[CH:6][CH:5]=[CH:4][CH:3]=1.[NH:18]1[CH2:23][CH2:22][CH2:21][CH2:20][CH2:19]1.Cl.C(N=C=NCCCN(C)C)C.O.OC1C2N=NNC=2C=CC=1.C(N(CC)CC)C. Product: [CH2:1]([NH:8][C:9]1[CH:10]=[CH:11][C:12]([C:13]([N:18]2[CH2:23][CH2:22][CH2:21][CH2:20][CH2:19]2)=[O:15])=[CH:16][CH:17]=1)[C:2]1[CH:3]=[CH:4][CH:5]=[CH:6][CH:7]=1. The catalyst class is: 47. (7) Product: [C:16]1([O:26][CH2:3][CH:2]([OH:4])[CH2:1][O:5][C:6]2[C:15]3[C:10](=[CH:11][CH:12]=[CH:13][CH:14]=3)[CH:9]=[CH:8][CH:7]=2)[C:25]2[C:20](=[CH:21][CH:22]=[CH:23][CH:24]=2)[CH:19]=[CH:18][CH:17]=1. Reactant: [CH2:1]([O:5][C:6]1[C:15]2[C:10](=[CH:11][CH:12]=[CH:13][CH:14]=2)[CH:9]=[CH:8][CH:7]=1)[CH:2]1[O:4][CH2:3]1.[C:16]1([OH:26])[C:25]2[C:20](=[CH:21][CH:22]=[CH:23][CH:24]=2)[CH:19]=[CH:18][CH:17]=1. The catalyst class is: 596. (8) Reactant: Cl[C:2]1[N:3]=[N:4][CH:5]=[C:6](Cl)[C:7]=1[Cl:8].[F:10][C:11]1[CH:16]=[CH:15][CH:14]=[C:13]([O:17][CH3:18])[C:12]=1[CH:19]1[CH2:21][CH:20]1[CH2:22][NH2:23].C(=O)([O-])[O-].[K+].[K+].[NH2:30][NH2:31]. The catalyst class is: 872. Product: [Cl:8][C:7]1[C:6]([NH:23][CH2:22][CH:20]2[CH2:21][CH:19]2[C:12]2[C:13]([O:17][CH3:18])=[CH:14][CH:15]=[CH:16][C:11]=2[F:10])=[CH:5][N:4]=[N:3][C:2]=1[NH:30][NH2:31].